From a dataset of Forward reaction prediction with 1.9M reactions from USPTO patents (1976-2016). Predict the product of the given reaction. (1) Given the reactants C(=O)=O.Cl[CH2:5][CH:6]=[CH:7][CH2:8][CH2:9][CH2:10][CH2:11][CH2:12][CH2:13][CH2:14][CH2:15][CH2:16][CH2:17][CH2:18][CH2:19][CH2:20][CH2:21][CH2:22][CH2:23][CH2:24][CH2:25][SiH3:26].[CH3:27][NH:28][CH3:29], predict the reaction product. The product is: [CH3:27][N:28]([CH2:5][CH:6]=[CH:7][CH2:8][CH2:9][CH2:10][CH2:11][CH2:12][CH2:13][CH2:14][CH2:15][CH2:16][CH2:17][CH2:18][CH2:19][CH2:20][CH2:21][CH2:22][CH2:23][CH2:24][CH2:25][SiH3:26])[CH3:29]. (2) Given the reactants [N+]([O-])([O-])=O.[Ag+:5].[C:6](=[O:9])([O-:8])[O-:7].[Sr+2:10], predict the reaction product. The product is: [C:6](=[O:7])([O-:9])[O-:8].[Ag+2:5].[C:6](=[O:7])([O-:9])[O-:8].[Sr+2:10]. (3) The product is: [CH3:25][O:24][C:21]1[CH:22]=[CH:23][C:18]([P:26](=[O:27])([C:4]2[CH:3]=[CH:22][C:21]([O:24][CH3:25])=[CH:20][CH:19]=2)[C:7]2[C:16]3[C:11](=[CH:12][CH:13]=[CH:14][CH:15]=3)[CH:10]=[CH:9][CH:8]=2)=[CH:19][CH:20]=1. Given the reactants [Mg].Br[CH2:3][CH2:4]Br.Br[C:7]1[C:16]2[C:11](=[CH:12][CH:13]=[CH:14][CH:15]=2)[CH:10]=[CH:9][CH:8]=1.Br[C:18]1[CH:23]=[CH:22][C:21]([O:24][CH3:25])=[CH:20][CH:19]=1.[P:26](Cl)(Cl)(Cl)=[O:27], predict the reaction product. (4) Given the reactants [N:1]1([C:11]([C:13]2[CH:18]=[CH:17][C:16]([CH2:19][OH:20])=[C:15]([N+:21]([O-:23])=[O:22])[CH:14]=2)=[O:12])[C:10]2[C:5](=[CH:6][CH:7]=[CH:8][CH:9]=2)[CH2:4][CH2:3][CH2:2]1.C(N(CC)CC)C.[C:31]([Si:35](Cl)([CH3:37])[CH3:36])([CH3:34])([CH3:33])[CH3:32].O, predict the reaction product. The product is: [Si:35]([O:20][CH2:19][C:16]1[CH:17]=[CH:18][C:13]([C:11]([N:1]2[C:10]3[C:5](=[CH:6][CH:7]=[CH:8][CH:9]=3)[CH2:4][CH2:3][CH2:2]2)=[O:12])=[CH:14][C:15]=1[N+:21]([O-:23])=[O:22])([C:31]([CH3:34])([CH3:33])[CH3:32])([CH3:37])[CH3:36]. (5) Given the reactants [CH2:1]([CH:3]([NH:6][C:7]1[C:12]([N+:13]([O-])=O)=[C:11]([O:16][C:17]2[C:22]([CH3:23])=[CH:21][C:20]([CH3:24])=[CH:19][C:18]=2[CH3:25])[N:10]=[C:9]([CH3:26])[N:8]=1)[CH2:4][CH3:5])[CH3:2].Cl, predict the reaction product. The product is: [CH2:1]([CH:3]([NH:6][C:7]1[C:12]([NH2:13])=[C:11]([O:16][C:17]2[C:22]([CH3:23])=[CH:21][C:20]([CH3:24])=[CH:19][C:18]=2[CH3:25])[N:10]=[C:9]([CH3:26])[N:8]=1)[CH2:4][CH3:5])[CH3:2]. (6) Given the reactants [CH2:1]([O:8][CH2:9][CH:10]([NH:13][CH3:14])[C:11]#[N:12])[C:2]1[CH:7]=[CH:6][CH:5]=[CH:4][CH:3]=1.CC(C[AlH]CC(C)C)C, predict the reaction product. The product is: [CH2:1]([O:8][CH2:9][CH:10]([NH:13][CH3:14])[CH2:11][NH2:12])[C:2]1[CH:7]=[CH:6][CH:5]=[CH:4][CH:3]=1.